From a dataset of Catalyst prediction with 721,799 reactions and 888 catalyst types from USPTO. Predict which catalyst facilitates the given reaction. (1) Reactant: [CH3:1][C@@:2]12[C:9]([CH3:11])([CH3:10])[CH:6]([CH2:7][CH2:8]1)[C:5](=[O:12])[CH2:4][C:3]2=[O:13].C(N(CC)CC)C.[Cl:21][C:22]1[CH:23]=[C:24]([N:29]=[C:30]=[O:31])[CH:25]=[CH:26][C:27]=1[Cl:28].Cl. Product: [Cl:21][C:22]1[CH:23]=[C:24]([NH:29][C:30]([CH:4]2[C:5](=[O:12])[CH:6]3[C:9]([CH3:10])([CH3:11])[C@:2]([CH3:1])([CH2:8][CH2:7]3)[C:3]2=[O:13])=[O:31])[CH:25]=[CH:26][C:27]=1[Cl:28]. The catalyst class is: 119. (2) Reactant: FC(F)(F)C(O)=O.[CH:8]1[C:16]2[C:15]3[CH:17]=[CH:18][CH:19]=[CH:20][C:14]=3[O:13][C:12]=2[C:11]([C:21]2[CH:49]=[CH:48][C:24]([C:25]3[CH:30]=[CH:29][C:28]([CH2:31][N:32]4[CH2:37][CH2:36][N:35](C(OC(C)(C)C)=O)[CH:34]([C:45]([O-:47])=[O:46])[CH2:33]4)=[CH:27][CH:26]=3)=[CH:23][CH:22]=2)=[CH:10][CH:9]=1. Product: [CH:8]1[C:16]2[C:15]3[CH:17]=[CH:18][CH:19]=[CH:20][C:14]=3[O:13][C:12]=2[C:11]([C:21]2[CH:22]=[CH:23][C:24]([C:25]3[CH:26]=[CH:27][C:28]([CH2:31][N:32]4[CH2:37][CH2:36][NH:35][CH:34]([C:45]([OH:47])=[O:46])[CH2:33]4)=[CH:29][CH:30]=3)=[CH:48][CH:49]=2)=[CH:10][CH:9]=1. The catalyst class is: 4. (3) Reactant: [C-:1]#[N:2].[K+].I[CH2:5][C:6]([CH2:19][O:20][CH2:21][CH2:22][CH2:23][CH2:24][CH2:25][CH2:26][CH2:27][CH3:28])([CH2:9][O:10][CH2:11][CH2:12][CH2:13][CH2:14][CH2:15][CH2:16][CH2:17][CH3:18])[CH2:7]I.C[N:30]([CH:32]=O)C. Product: [CH2:11]([O:10][CH2:9][C:6]([CH2:19][O:20][CH2:21][CH2:22][CH2:23][CH2:24][CH2:25][CH2:26][CH2:27][CH3:28])([CH2:7][C:32]#[N:30])[CH2:5][C:1]#[N:2])[CH2:12][CH2:13][CH2:14][CH2:15][CH2:16][CH2:17][CH3:18]. The catalyst class is: 4.